This data is from Reaction yield outcomes from USPTO patents with 853,638 reactions. The task is: Predict the reaction yield, written as a fraction of the theoretical maximum amount of product (1.0 means a 100% yield; for example, 0.34 means a 34% yield). (1) The reactants are [Cl:1][C:2]1[CH:3]=[C:4]([C:9](=[O:11])[CH3:10])[CH:5]=[C:6]([Cl:8])[CH:7]=1.[N:12]1([C:17]2[CH:24]=[CH:23][C:20]([CH:21]=O)=[CH:19][CH:18]=2)[CH:16]=[N:15][CH:14]=[N:13]1.[OH-].[Na+]. The catalyst is C(O)C.O. The product is [N:12]1([C:17]2[CH:24]=[CH:23][C:20](/[CH:21]=[CH:10]/[C:9]([C:4]3[CH:3]=[C:2]([Cl:1])[CH:7]=[C:6]([Cl:8])[CH:5]=3)=[O:11])=[CH:19][CH:18]=2)[CH:16]=[N:15][CH:14]=[N:13]1. The yield is 0.170. (2) The reactants are [NH2:1][C@@H:2]([C:6]([CH3:9])([CH3:8])[CH3:7])[C:3]([OH:5])=[O:4].C(=O)(O)[O-].[Na+].[CH3:15][O:16][CH2:17][C:18](Cl)=[O:19].Cl. The catalyst is C(OCC)C.O. The product is [CH3:15][O:16][CH2:17][C:18]([NH:1][C@@H:2]([C:6]([CH3:9])([CH3:8])[CH3:7])[C:3]([OH:5])=[O:4])=[O:19]. The yield is 0.210. (3) The product is [Cl:42][C:6]1[CH:5]=[N:4][CH:3]=[C:2]([Cl:1])[C:7]=1[C:8](=[O:41])[CH2:9][N:10]([CH2:33][C:34]1[CH:39]=[CH:38][C:37]([F:40])=[CH:36][CH:35]=1)[C:11]([C:13]1[CH:14]=[N:15][N:16]([C@H:22]2[CH2:27][CH2:26][C@H:25]([C:28]([O:30][CH2:31][CH3:32])=[O:29])[CH2:24][CH2:23]2)[C:17]=1[C:18]([F:21])([F:20])[F:19])=[O:12]. The reactants are [Cl:1][C:2]1[CH:3]=[N:4][CH:5]=[C:6]([Cl:42])[C:7]=1[CH:8]([OH:41])[CH2:9][N:10]([CH2:33][C:34]1[CH:39]=[CH:38][C:37]([F:40])=[CH:36][CH:35]=1)[C:11]([C:13]1[CH:14]=[N:15][N:16]([C@H:22]2[CH2:27][CH2:26][C@H:25]([C:28]([O:30][CH2:31][CH3:32])=[O:29])[CH2:24][CH2:23]2)[C:17]=1[C:18]([F:21])([F:20])[F:19])=[O:12].CC(OI1(OC(C)=O)(OC(C)=O)OC(=O)C2C=CC=CC1=2)=O. The catalyst is C(Cl)Cl. The yield is 0.920. (4) The reactants are [N+:1]([C:4]1[CH:13]=[CH:12][CH:11]=[C:10]2[C:5]=1[CH:6]=[CH:7][N:8]=[CH:9]2)([O-])=O.[CH3:14]OS(OC)(=O)=O.[C:21](OC(=O)C)(=[O:23])[CH3:22]. The catalyst is CN(C)C=O. The product is [CH3:14][N:8]1[CH2:7][CH2:6][C:5]2[C:10](=[CH:11][CH:12]=[CH:13][C:4]=2[NH:1][C:21](=[O:23])[CH3:22])[CH2:9]1. The yield is 0.260.